Dataset: Catalyst prediction with 721,799 reactions and 888 catalyst types from USPTO. Task: Predict which catalyst facilitates the given reaction. (1) Reactant: [CH2:1]([C:3]1[C:8]([CH2:9][S:10][C:11]2[N:16]=[C:15]([OH:17])[CH:14]=[C:13]([C:18]([F:21])([F:20])[F:19])[N:12]=2)=[C:7]([CH2:22][CH3:23])[CH:6]=[CH:5][N:4]=1)[CH3:2].[ClH:24].O1CCOCC1. Product: [ClH:24].[CH2:1]([C:3]1[C:8]([CH2:9][S:10][C:11]2[N:16]=[C:15]([OH:17])[CH:14]=[C:13]([C:18]([F:21])([F:20])[F:19])[N:12]=2)=[C:7]([CH2:22][CH3:23])[CH:6]=[CH:5][N:4]=1)[CH3:2]. The catalyst class is: 5. (2) The catalyst class is: 44. Product: [C:15]([O:14][C:12]([N:19]1[CH2:24][CH2:23][N:22]([C:3]2[C:2]([Cl:1])=[CH:10][C:6]([C:7]([OH:9])=[O:8])=[CH:5][N:4]=2)[CH2:21][CH2:20]1)=[O:13])([CH3:18])([CH3:16])[CH3:17]. Reactant: [Cl:1][C:2]1[C:3](Cl)=[N:4][CH:5]=[C:6]([CH:10]=1)[C:7]([OH:9])=[O:8].[C:12]([N:19]1[CH2:24][CH2:23][NH:22][CH2:21][CH2:20]1)([O:14][C:15]([CH3:18])([CH3:17])[CH3:16])=[O:13].CCN(C(C)C)C(C)C. (3) Reactant: I[C:2]1[C:7]([CH:8]([O:13][C:14]([CH3:17])([CH3:16])[CH3:15])[C:9]([O:11][CH3:12])=[O:10])=[C:6]([CH3:18])[N:5]=[C:4]2[S:19][C:20]3[CH2:25][CH2:24][CH2:23][CH2:22][C:21]=3[C:3]=12.C(=O)([O-])[O-].[K+].[K+].[F:32][C:33]1[CH:34]=[C:35](B2OC(C)(C)C(C)(C)O2)[C:36]([CH3:43])=[C:37]2[C:42]=1[O:41][CH2:40][CH2:39][CH2:38]2.C(OCC)(=O)C. Product: [CH3:18][C:6]1[N:5]=[C:4]2[S:19][C:20]3[CH2:25][CH2:24][CH2:23][CH2:22][C:21]=3[C:3]2=[C:2]([C:35]2[C:36]([CH3:43])=[C:37]3[C:42](=[C:33]([F:32])[CH:34]=2)[O:41][CH2:40][CH2:39][CH2:38]3)[C:7]=1[CH:8]([O:13][C:14]([CH3:17])([CH3:16])[CH3:15])[C:9]([O:11][CH3:12])=[O:10]. The catalyst class is: 108. (4) Reactant: [H-].[Na+].[C:3]([CH2:5]P(=O)(OCC)OCC)#[N:4].[CH3:14][C:15]1([CH3:24])[CH2:20][C:19]([CH3:22])([CH3:21])[CH2:18][C:17](=O)[CH2:16]1. Product: [CH3:14][C:15]1([CH3:24])[CH2:20][C:19]([CH3:22])([CH3:21])[CH2:18][C:17](=[CH:5][C:3]#[N:4])[CH2:16]1. The catalyst class is: 1. (5) Reactant: [H-].[Na+].[N:3]1[CH:8]=[CH:7][CH:6]=[CH:5][C:4]=1[C:9](=[O:14])[CH2:10][C:11](=[O:13])[CH3:12].[C:15](OCC)(=[O:21])[C:16]([O:18][CH2:19][CH3:20])=[O:17]. Product: [CH2:19]([O:18][C:16](=[O:17])[C:15](=[O:21])[CH2:12][C:11](=[O:13])[CH2:10][C:9](=[O:14])[C:4]1[CH:5]=[CH:6][CH:7]=[CH:8][N:3]=1)[CH3:20]. The catalyst class is: 57. (6) Reactant: C(N(CC)C(C)C)(C)C.[Cl:10][C:11]1[CH:33]=[CH:32][C:14]([CH2:15][NH:16][C:17]([C:19]2[C:20](=[O:31])[C:21]3[CH:28]=[C:27]([CH2:29]Cl)[O:26][C:22]=3[N:23]([CH3:25])[CH:24]=2)=[O:18])=[CH:13][CH:12]=1.[CH3:34][NH:35][CH2:36][CH:37]([OH:45])[C:38]1[CH:39]=[CH:40][C:41]([OH:44])=[CH:42][CH:43]=1.O. Product: [Cl:10][C:11]1[CH:33]=[CH:32][C:14]([CH2:15][NH:16][C:17]([C:19]2[C:20](=[O:31])[C:21]3[CH:28]=[C:27]([CH2:29][N:35]([CH2:36][CH:37]([OH:45])[C:38]4[CH:43]=[CH:42][C:41]([OH:44])=[CH:40][CH:39]=4)[CH3:34])[O:26][C:22]=3[N:23]([CH3:25])[CH:24]=2)=[O:18])=[CH:13][CH:12]=1. The catalyst class is: 3.